Dataset: Reaction yield outcomes from USPTO patents with 853,638 reactions. Task: Predict the reaction yield, written as a fraction of the theoretical maximum amount of product (1.0 means a 100% yield; for example, 0.34 means a 34% yield). (1) The catalyst is O1CCCC1.CO. The product is [C:1]([O:5][C:6](=[O:7])[NH:8][CH:9]1[CH2:14][CH2:13][CH2:12][CH:11]([CH2:15][OH:16])[CH2:10]1)([CH3:4])([CH3:2])[CH3:3]. The yield is 0.920. The reactants are [C:1]([O:5][C:6]([NH:8][CH:9]1[CH2:14][CH2:13][CH2:12][CH:11]([C:15](O)=[O:16])[CH2:10]1)=[O:7])([CH3:4])([CH3:3])[CH3:2].C(N(CC)CC)C.ClC(OCC)=O.[BH4-].[Na+]. (2) The reactants are [NH2:1][C:2]12[CH2:10][CH2:9][CH:6]([CH2:7][CH2:8]1)[CH2:5][N:4]1[C:11](=[O:29])[C:12]([OH:28])=[C:13]([C:15]3[O:16][C:17]([CH2:20][C:21]4[CH:26]=[CH:25][C:24]([F:27])=[CH:23][CH:22]=4)=[N:18][N:19]=3)[N:14]=[C:3]21.[CH3:30][N:31]([CH3:37])[C:32](=[O:36])[C:33](O)=[O:34].CN(C(ON1N=NC2C=CC=NC1=2)=[N+](C)C)C.F[P-](F)(F)(F)(F)F. The product is [F:27][C:24]1[CH:25]=[CH:26][C:21]([CH2:20][C:17]2[O:16][C:15]([C:13]3[N:14]=[C:3]4[C:2]5([NH:1][C:33](=[O:34])[C:32]([N:31]([CH3:37])[CH3:30])=[O:36])[CH2:10][CH2:9][CH:6]([CH2:7][CH2:8]5)[CH2:5][N:4]4[C:11](=[O:29])[C:12]=3[OH:28])=[N:19][N:18]=2)=[CH:22][CH:23]=1. The yield is 0.226. The catalyst is CN(C=O)C.CN(C1C=CN=CC=1)C. (3) The reactants are F[C:2]1[CH:3]=[CH:4][C:5]([N+:8]([O-:10])=[O:9])=[N:6][CH:7]=1.C([O-])([O-])=O.[K+].[K+].Cl.[NH:18]1[CH2:21][CH:20]([OH:22])[CH2:19]1. The catalyst is C(#N)C. The product is [N+:8]([C:5]1[N:6]=[CH:7][C:2]([N:18]2[CH2:21][CH:20]([OH:22])[CH2:19]2)=[CH:3][CH:4]=1)([O-:10])=[O:9]. The yield is 0.730. (4) The yield is 0.150. The product is [Cl:3][CH2:6][C:7]1[N:8]=[C:9]([C:13]2[CH:18]=[CH:17][C:16]([C:19]([F:22])([F:21])[F:20])=[CH:15][CH:14]=2)[O:10][C:11]=1[CH3:12]. The catalyst is ClCCl. The reactants are P(Cl)(Cl)([Cl:3])=O.[CH3:6][C:7]1[N+:8]([O-])=[C:9]([C:13]2[CH:18]=[CH:17][C:16]([C:19]([F:22])([F:21])[F:20])=[CH:15][CH:14]=2)[O:10][C:11]=1[CH3:12]. (5) The reactants are [NH2:1][C:2]1[N:6]([C:7]2[CH:16]=[CH:15][C:10]3[NH:11][C:12]([CH3:14])=[N:13][C:9]=3[CH:8]=2)[N:5]=[CH:4][C:3]=1[C:17]([C:19]1[N:20]([S:29]([C:32]2[CH:37]=[CH:36][CH:35]=[CH:34][CH:33]=2)(=[O:31])=[O:30])[C:21]2[C:26]([CH:27]=1)=[CH:25][C:24](I)=[CH:23][CH:22]=2)=[O:18].[Cu][C:39]#[N:40].CN1CCCC1=O.O.N. The catalyst is CO.C(OCC)(=O)C. The product is [NH2:1][C:2]1[N:6]([C:7]2[CH:16]=[CH:15][C:10]3[NH:11][C:12]([CH3:14])=[N:13][C:9]=3[CH:8]=2)[N:5]=[CH:4][C:3]=1[C:17]([C:19]1[N:20]([S:29]([C:32]2[CH:37]=[CH:36][CH:35]=[CH:34][CH:33]=2)(=[O:31])=[O:30])[C:21]2[C:26]([CH:27]=1)=[CH:25][C:24]([C:39]#[N:40])=[CH:23][CH:22]=2)=[O:18]. The yield is 0.890.